From a dataset of Forward reaction prediction with 1.9M reactions from USPTO patents (1976-2016). Predict the product of the given reaction. (1) Given the reactants [CH3:1][C@H:2]1[CH2:7][O:6][CH2:5][CH2:4][N:3]1[C:8]1[CH:25]=[CH:24][C:11]2[CH2:12][N:13](C(OC(C)(C)C)=O)[CH2:14][CH2:15][O:16][C:10]=2[CH:9]=1.C(OCC)(=O)C.[ClH:32], predict the reaction product. The product is: [ClH:32].[ClH:32].[CH3:1][C@H:2]1[CH2:7][O:6][CH2:5][CH2:4][N:3]1[C:8]1[CH:25]=[CH:24][C:11]2[CH2:12][NH:13][CH2:14][CH2:15][O:16][C:10]=2[CH:9]=1. (2) Given the reactants [CH3:1][C:2]1[CH:7]=[CH:6][C:5]([C:8]2[C:9]([C:14]([OH:16])=O)=[CH:10][CH:11]=[CH:12][CH:13]=2)=[CH:4][CH:3]=1.[NH2:17][C:18]1[CH:23]=[CH:22][C:21]([OH:24])=[CH:20][CH:19]=1.C1C=CC2N(O)N=NC=2C=1.CCN=C=NCCCN(C)C.Cl, predict the reaction product. The product is: [OH:24][C:21]1[CH:22]=[CH:23][C:18]([NH:17][C:14]([C:9]2[C:8]([C:5]3[CH:4]=[CH:3][C:2]([CH3:1])=[CH:7][CH:6]=3)=[CH:13][CH:12]=[CH:11][CH:10]=2)=[O:16])=[CH:19][CH:20]=1. (3) Given the reactants Cl[CH2:2][CH2:3][NH:4][C:5]([NH:7][C:8]1[CH:13]=[CH:12][N:11]=[C:10]([Cl:14])[CH:9]=1)=[O:6].[H-].[Na+], predict the reaction product. The product is: [Cl:14][C:10]1[CH:9]=[C:8]([N:7]2[CH2:2][CH2:3][NH:4][C:5]2=[O:6])[CH:13]=[CH:12][N:11]=1. (4) Given the reactants [F:1][CH2:2][CH2:3][O:4][C:5]1[CH:14]=[CH:13][C:8]([C:9]([O:11][CH3:12])=[O:10])=[C:7]([OH:15])[CH:6]=1.[C:16]([O:20][C:21]([N:23]1[CH2:28][CH2:27][CH:26](O)[CH2:25][CH2:24]1)=[O:22])([CH3:19])([CH3:18])[CH3:17].C1(P(C2C=CC=CC=2)C2C=CC=CC=2)C=CC=CC=1.N(C(OCC)=O)=NC(OCC)=O, predict the reaction product. The product is: [C:16]([O:20][C:21]([N:23]1[CH2:28][CH2:27][CH:26]([O:15][C:7]2[CH:6]=[C:5]([O:4][CH2:3][CH2:2][F:1])[CH:14]=[CH:13][C:8]=2[C:9]([O:11][CH3:12])=[O:10])[CH2:25][CH2:24]1)=[O:22])([CH3:19])([CH3:17])[CH3:18]. (5) Given the reactants C(O[C:6](=O)[NH:7][C:8]1[C:13]([CH3:14])=[CH:12][CH:11]=[CH:10][N:9]=1)(C)(C)C.CON(C)C([C:21]1[S:22][CH:23]=[CH:24][CH:25]=1)=O.[Li]CCCC, predict the reaction product. The product is: [S:22]1[CH:23]=[CH:24][CH:25]=[C:21]1[C:6]1[NH:7][C:8]2=[N:9][CH:10]=[CH:11][CH:12]=[C:13]2[CH:14]=1. (6) Given the reactants [N:1]([O-])=O.[Na+].[NH2:5][C:6]1[CH:15]=[CH:14][C:9]([C:10]([O:12][CH3:13])=[O:11])=[CH:8][C:7]=1[CH3:16].CC(O[K])=O.C(Cl)(Cl)Cl, predict the reaction product. The product is: [NH:5]1[C:6]2[C:7](=[CH:8][C:9]([C:10]([O:12][CH3:13])=[O:11])=[CH:14][CH:15]=2)[CH:16]=[N:1]1. (7) Given the reactants [F:1][CH:2]([F:20])[O:3][C:4]1[CH:9]=[CH:8][C:7]([N:10]2[CH:14]=[CH:13][C:12]([C:15]([O:17]CC)=[O:16])=[N:11]2)=[CH:6][CH:5]=1.CO.O, predict the reaction product. The product is: [F:20][CH:2]([F:1])[O:3][C:4]1[CH:9]=[CH:8][C:7]([N:10]2[CH:14]=[CH:13][C:12]([C:15]([OH:17])=[O:16])=[N:11]2)=[CH:6][CH:5]=1. (8) Given the reactants [CH:1]1[C:9]2[C:8]3[CH:10]=[CH:11][CH:12]=[CH:13][C:7]=3[O:6][C:5]=2[CH:4]=[C:3](N)[CH:2]=1.N([O-])=O.[Na+].[I-:19].[Na+].S([O-])([O-])=O.[Na+].[Na+], predict the reaction product. The product is: [I:19][C:3]1[CH:2]=[CH:1][C:9]2[C:8]3[CH:10]=[CH:11][CH:12]=[CH:13][C:7]=3[O:6][C:5]=2[CH:4]=1. (9) Given the reactants [CH3:1][N:2]1[C:10]2[C:5](=[CH:6][CH:7]=[C:8]([N+:11]([O-:13])=[O:12])[CH:9]=2)[C:4]([C:14]([OH:16])=O)=[N:3]1.[CH3:17][N:18]1C(C(O)=O)=C2C(C=C([N+]([O-])=O)C=C2)=N1, predict the reaction product. The product is: [CH3:17][NH:18][C:14]([C:4]1[C:5]2[C:10](=[CH:9][C:8]([N+:11]([O-:13])=[O:12])=[CH:7][CH:6]=2)[N:2]([CH3:1])[N:3]=1)=[O:16].